This data is from Forward reaction prediction with 1.9M reactions from USPTO patents (1976-2016). The task is: Predict the product of the given reaction. (1) Given the reactants [Cl:1][C:2]1[C:10]([OH:11])=[CH:9][C:5]([C:6]([OH:8])=[O:7])=[CH:4][C:3]=1[OH:12].[CH:13](Br)([CH3:15])[CH3:14], predict the reaction product. The product is: [Cl:1][C:2]1[C:10]([O:11][CH:2]([CH3:10])[CH3:3])=[CH:9][C:5]([C:6]([O:8][CH:13]([CH3:15])[CH3:14])=[O:7])=[CH:4][C:3]=1[O:12][CH:5]([CH3:6])[CH3:4]. (2) Given the reactants [OH:1][C@H:2]1[CH2:6][NH:5][C@H:4]([C:7]([NH:9][CH2:10][C:11]2[CH:16]=[CH:15][C:14]([C:17]3[S:21][CH:20]=[N:19][CH:18]=3)=[CH:13][CH:12]=2)=[O:8])[CH2:3]1.[C:22]([CH2:24][C:25]1[CH:33]=[CH:32][CH:31]=[CH:30][C:26]=1[C:27](O)=[O:28])#[N:23].[CH3:34]CN(C(C)C)C(C)C.CN(C(ON1N=NC2C=CC=NC1=2)=[N+](C)C)C.F[P-](F)(F)(F)(F)F, predict the reaction product. The product is: [C:22]([CH2:24][C:25]1[CH:33]=[CH:32][CH:31]=[CH:30][C:26]=1[C:27]([N:5]1[CH2:6][C@H:2]([OH:1])[CH2:3][C@H:4]1[C:7]([NH:9][CH2:10][C:11]1[CH:12]=[CH:13][C:14]([C:17]2[S:21][CH:20]=[N:19][C:18]=2[CH3:34])=[CH:15][CH:16]=1)=[O:8])=[O:28])#[N:23]. (3) Given the reactants [F:1][C:2]1[C:7]([NH:8][C:9]2[CH:14]=[CH:13][CH:12]=[CH:11][CH:10]=2)=[CH:6][CH:5]=[C:4]([F:15])[C:3]=1[CH:16]([O:31][CH3:32])[C:17]([NH:19][CH2:20][C:21]1[CH:26]=[CH:25][C:24]([C:27](=[NH:30])[NH:28]O)=[CH:23][CH:22]=1)=[O:18].C([OH:35])C, predict the reaction product. The product is: [C:16]([OH:31])(=[O:35])[CH3:17].[C:27]([C:24]1[CH:23]=[CH:22][C:21]([CH2:20][NH:19][C:17](=[O:18])[CH:16]([C:3]2[C:4]([F:15])=[CH:5][CH:6]=[C:7]([NH:8][C:9]3[CH:10]=[CH:11][CH:12]=[CH:13][CH:14]=3)[C:2]=2[F:1])[O:31][CH3:32])=[CH:26][CH:25]=1)(=[NH:28])[NH2:30]. (4) Given the reactants [NH2:1][C:2]1[CH:7]=[CH:6][C:5]([S:8][C:9]2[CH:24]=[CH:23][C:12]([C:13]([NH:15][C:16]3[CH:21]=[CH:20][C:19]([Br:22])=[CH:18][CH:17]=3)=[O:14])=[CH:11][C:10]=2[NH:25][C:26]2[C:27]3[CH:35]=[CH:34][C:33]([CH:36]([CH3:38])[CH3:37])=[N:32][C:28]=3[N:29]=[CH:30][N:31]=2)=[CH:4][CH:3]=1.C(OC([NH:46][CH2:47][CH2:48][C:49](O)=[O:50])=O)(C)(C)C.N(C(OC(C)(C)C)=O)[C@H](C(O)=O)CC, predict the reaction product. The product is: [NH2:46][CH2:47][CH2:48][C:49]([NH:1][C:2]1[CH:7]=[CH:6][C:5]([S:8][C:9]2[CH:24]=[CH:23][C:12]([C:13]([NH:15][C:16]3[CH:17]=[CH:18][C:19]([Br:22])=[CH:20][CH:21]=3)=[O:14])=[CH:11][C:10]=2[NH:25][C:26]2[C:27]3[CH:35]=[CH:34][C:33]([CH:36]([CH3:38])[CH3:37])=[N:32][C:28]=3[N:29]=[CH:30][N:31]=2)=[CH:4][CH:3]=1)=[O:50].